Dataset: M1 muscarinic receptor antagonist screen with 61,756 compounds. Task: Binary Classification. Given a drug SMILES string, predict its activity (active/inactive) in a high-throughput screening assay against a specified biological target. (1) The compound is o1nc(nc1c1c(OC)cc(OC)cc1)c1ccccc1. The result is 0 (inactive). (2) The molecule is O=c1n(cnc2n(\N=C\c3cc(OC)ccc3)c3nc4c(nc3c12)cccc4)CC=C. The result is 0 (inactive). (3) The molecule is Fc1c(C2N(C(=O)C(O)=C2C(=O)C)CO)cccc1. The result is 0 (inactive).